This data is from Reaction yield outcomes from USPTO patents with 853,638 reactions. The task is: Predict the reaction yield, written as a fraction of the theoretical maximum amount of product (1.0 means a 100% yield; for example, 0.34 means a 34% yield). (1) The reactants are [F:1][C:2]1[C:3]([CH2:11]O)=[CH:4][C:5]2[O:9][CH2:8][O:7][C:6]=2[CH:10]=1.C([O-])(O)=O.[Na+].O=S(Cl)[Cl:20]. No catalyst specified. The product is [Cl:20][CH2:11][C:3]1[C:2]([F:1])=[CH:10][C:6]2[O:7][CH2:8][O:9][C:5]=2[CH:4]=1. The yield is 0.900. (2) The reactants are [CH3:1][N:2]1[C:10]2[C:9](=[O:11])[CH2:8][CH2:7][CH2:6][C:5]=2[C:4]([C:12]([O:14][CH2:15][CH3:16])=[O:13])=[N:3]1.C(C(C(C)(C)C)C(O)=O)(C)(C)C.[CH3:29][N:30]([CH3:33])[CH:31]=O. The catalyst is CN(C)C=O. The product is [CH3:29][N:30]([CH:33]=[C:8]1[C:9](=[O:11])[C:10]2[N:2]([CH3:1])[N:3]=[C:4]([C:12]([O:14][CH2:15][CH3:16])=[O:13])[C:5]=2[CH2:6][CH2:7]1)[CH3:31]. The yield is 0.900. (3) The catalyst is C(Cl)Cl.O. The yield is 0.500. The product is [NH2:8][C:6]1[C:5]([OH:9])=[N:4][CH:3]=[C:2]([Cl:1])[N:7]=1. The reactants are [Cl:1][C:2]1[N:7]=[C:6]([NH2:8])[C:5]([O:9]C)=[N:4][CH:3]=1.BrB(Br)Br.CO.C([O-])(O)=O.[Na+]. (4) The reactants are Br[C:2]1[CH:7]=[CH:6][C:5]([CH2:8][C:9]([NH:11][C:12]2[CH:17]=[CH:16][C:15]([CH2:18][C:19]([CH3:30])([CH3:29])[CH2:20][O:21][Si:22]([C:25]([CH3:28])([CH3:27])[CH3:26])([CH3:24])[CH3:23])=[C:14]([C:31]([F:34])([F:33])[F:32])[CH:13]=2)=[O:10])=[CH:4][C:3]=1[F:35].[CH2:36]([O:38][C:39]1[C:40]([O:54][CH2:55][C:56]2[CH:61]=[CH:60][C:59]([O:62][CH3:63])=[CH:58][CH:57]=2)=[N:41][CH:42]=[C:43](B2OC(C)(C)C(C)(C)O2)[CH:44]=1)[CH3:37].C([O-])([O-])=O.[Cs+].[Cs+]. The catalyst is O1CCOCC1.O.C1C=CC(P(C2C=CC=CC=2)[C-]2C=CC=C2)=CC=1.C1C=CC(P(C2C=CC=CC=2)[C-]2C=CC=C2)=CC=1.Cl[Pd]Cl.[Fe+2]. The product is [Si:22]([O:21][CH2:20][C:19]([CH3:30])([CH3:29])[CH2:18][C:15]1[CH:16]=[CH:17][C:12]([NH:11][C:9](=[O:10])[CH2:8][C:5]2[CH:6]=[CH:7][C:2]([C:43]3[CH:42]=[N:41][C:40]([O:54][CH2:55][C:56]4[CH:57]=[CH:58][C:59]([O:62][CH3:63])=[CH:60][CH:61]=4)=[C:39]([O:38][CH2:36][CH3:37])[CH:44]=3)=[C:3]([F:35])[CH:4]=2)=[CH:13][C:14]=1[C:31]([F:34])([F:33])[F:32])([C:25]([CH3:28])([CH3:27])[CH3:26])([CH3:24])[CH3:23]. The yield is 0.800. (5) The reactants are FC(F)(F)C(O)=O.C(OC([N:15]1[C:23]2[C:18](=[CH:19][C:20]([C:24]3[CH:33]=[CH:32][C:31]4[NH:30][C:29](=[O:34])[C:28]5[NH:35][CH:36]=[CH:37][C:27]=5[C:26]=4[CH:25]=3)=[CH:21][CH:22]=2)[CH:17]=[CH:16]1)=O)(C)(C)C.[CH2:38]([C:40]([O-:42])=[O:41])[CH3:39]. The catalyst is ClC(Cl)C. The product is [NH:15]1[C:23]2[C:18](=[CH:19][C:20]([C:24]3[CH:33]=[CH:32][C:31]4[NH:30][C:29](=[O:34])[C:28]5[NH:35][CH:36]=[CH:37][C:27]=5[C:26]=4[CH:25]=3)=[CH:21][CH:22]=2)[CH:17]=[CH:16]1.[CH2:38]([C:40]([O-:42])=[O:41])[CH3:39]. The yield is 0.450. (6) The reactants are Br[C:2]1[CH:15]=[C:14]2[C:5]([O:6][C:7]3[C:8]([F:24])=[CH:9][C:10]([O:22][CH3:23])=[CH:11][C:12]=3[C@@:13]32[CH2:20][CH2:19][S:18][C:17]([NH2:21])=[N:16]3)=[CH:4][CH:3]=1.[N-:25]=[N+:26]=[N-:27].[Na+].CN[C@@H]1CCCC[C@H]1NC.N#N. The catalyst is [Cu]I.O.CCO. The product is [N:25]([C:2]1[CH:15]=[C:14]2[C:5]([O:6][C:7]3[C:8]([F:24])=[CH:9][C:10]([O:22][CH3:23])=[CH:11][C:12]=3[C@@:13]32[CH2:20][CH2:19][S:18][C:17]([NH2:21])=[N:16]3)=[CH:4][CH:3]=1)=[N+:26]=[N-:27]. The yield is 0.624. (7) The reactants are [NH2:1][C:2]1[CH:7]=[C:6]([O:8][CH3:9])[CH:5]=[CH:4][C:3]=1[NH:10][C:11]1[C:12]([CH3:21])=[C:13]([CH:18]=[CH:19][CH:20]=1)[C:14]([O:16][CH3:17])=[O:15].[F:22][C:23]([F:34])([F:33])[C:24](O[C:24](=O)[C:23]([F:34])([F:33])[F:22])=O. The catalyst is FC(F)(F)C(O)=O. The product is [CH3:9][O:8][C:6]1[CH:5]=[CH:4][C:3]2[N:10]([C:11]3[C:12]([CH3:21])=[C:13]([CH:18]=[CH:19][CH:20]=3)[C:14]([O:16][CH3:17])=[O:15])[C:24]([C:23]([F:34])([F:33])[F:22])=[N:1][C:2]=2[CH:7]=1. The yield is -1.00. (8) The reactants are [OH:1][CH2:2][CH:3]1[CH2:8][CH2:7][N:6]([C:9]([O:11][C:12]([CH3:15])([CH3:14])[CH3:13])=[O:10])[CH2:5][CH2:4]1.[F:16][C:17]([F:21])([F:20])[CH2:18]O.C1(P(C2C=CC=CC=2)C2C=CC=CC=2)C=CC=CC=1.C(OC(N=NC(OC(C)(C)C)=O)=O)(C)(C)C. The catalyst is C1COCC1. The product is [F:16][C:17]([F:21])([F:20])[CH2:18][O:1][CH2:2][CH:3]1[CH2:8][CH2:7][N:6]([C:9]([O:11][C:12]([CH3:15])([CH3:14])[CH3:13])=[O:10])[CH2:5][CH2:4]1. The yield is 0.500. (9) The reactants are [BH4-].[Na+].[F:3][C:4]([F:46])([F:45])[C:5]1[CH:6]=[C:7]([C:15]([CH3:44])([CH3:43])[C:16]([N:18]([C:20]2[CH:21]=[N:22][C:23]([N:35]3[CH2:39][C@H:38]([OH:40])[CH2:37][C@H:36]3[CH2:41][OH:42])=[CH:24][C:25]=2[C:26]2[CH:31]=[CH:30][C:29]([F:32])=[CH:28][C:27]=2[CH:33]=[O:34])[CH3:19])=[O:17])[CH:8]=[C:9]([C:11]([F:14])([F:13])[F:12])[CH:10]=1. The catalyst is CO. The product is [F:45][C:4]([F:3])([F:46])[C:5]1[CH:6]=[C:7]([C:15]([CH3:44])([CH3:43])[C:16]([N:18]([C:20]2[CH:21]=[N:22][C:23]([N:35]3[CH2:39][C@H:38]([OH:40])[CH2:37][C@H:36]3[CH2:41][OH:42])=[CH:24][C:25]=2[C:26]2[CH:31]=[CH:30][C:29]([F:32])=[CH:28][C:27]=2[CH2:33][OH:34])[CH3:19])=[O:17])[CH:8]=[C:9]([C:11]([F:12])([F:13])[F:14])[CH:10]=1. The yield is 0.780. (10) The reactants are [F:1][C:2]1[CH:7]=[CH:6][C:5](I)=[CH:4][C:3]=1[N:9]1[CH:14]=[C:13]([O:15][CH3:16])[C:12](=[O:17])[C:11]([C:18]2[N:22]([C:23]3[CH:28]=[CH:27][CH:26]=[CH:25][CH:24]=3)[N:21]=[CH:20][CH:19]=2)=[N:10]1.[NH:29]1[CH2:33][CH2:32][CH2:31][C:30]1=[O:34].[O-]P([O-])([O-])=O.[K+].[K+].[K+].N[C@@H]1CCCC[C@H]1N. The catalyst is O1CCOCC1.C([O-])(O)=O.[Na+].[Cu]I. The product is [F:1][C:2]1[CH:7]=[CH:6][C:5]([N:29]2[CH2:33][CH2:32][CH2:31][C:30]2=[O:34])=[CH:4][C:3]=1[N:9]1[CH:14]=[C:13]([O:15][CH3:16])[C:12](=[O:17])[C:11]([C:18]2[N:22]([C:23]3[CH:28]=[CH:27][CH:26]=[CH:25][CH:24]=3)[N:21]=[CH:20][CH:19]=2)=[N:10]1. The yield is 0.570.